From a dataset of Full USPTO retrosynthesis dataset with 1.9M reactions from patents (1976-2016). Predict the reactants needed to synthesize the given product. (1) Given the product [F:66][CH2:32][C:17]12[CH2:22][CH2:21][C:20]([N:23]([CH3:31])[C:24](=[O:30])[C:25]([N:27]([CH3:29])[CH3:28])=[O:26])([C:14]3[N:15]([C:44](=[O:47])[C:45]([OH:46])=[C:12]([C:10]([NH:9][CH2:8][C:5]4[CH:6]=[CH:7][C:2]([F:1])=[C:3]([CH3:48])[CH:4]=4)=[O:11])[N:13]=3)[CH2:16]1)[CH2:19][CH2:18]2, predict the reactants needed to synthesize it. The reactants are: [F:1][C:2]1[CH:7]=[CH:6][C:5]([CH2:8][NH:9][C:10]([C:12]2[N:13]=[C:14]3[C:20]4([N:23]([CH3:31])[C:24](=[O:30])[C:25]([N:27]([CH3:29])[CH3:28])=[O:26])[CH2:21][CH2:22][C:17]([CH2:32]OS(C5C=CC(C)=CC=5)(=O)=O)([CH2:18][CH2:19]4)[CH2:16][N:15]3[C:44](=[O:47])[C:45]=2[OH:46])=[O:11])=[CH:4][C:3]=1[CH3:48].CCCC[N+](CCCC)(CCCC)CCCC.[F-:66].C1COCC1. (2) Given the product [S:14]([C:11]1[CH:12]=[CH:7][C:8]([CH3:38])=[CH:9][CH:10]=1)([OH:15])(=[O:16])=[O:36].[CH3:35][C@H:18]1[CH2:19][N:20]([C:24]2[CH:25]=[CH:26][C:27]([O:30][C:31]([F:33])([F:32])[F:34])=[CH:28][CH:29]=2)[CH2:21][C@@H:22]([CH3:23])[N:17]1[S:14]([C:11]1[CH:10]=[CH:9][CH:8]=[C:7]2[C:12]=1[CH2:13][C@@H:5]([C:3]([OH:4])=[O:2])[CH2:6]2)(=[O:15])=[O:16], predict the reactants needed to synthesize it. The reactants are: C[O:2][C:3]([C@@H:5]1[CH2:13][C:12]2[C:7](=[CH:8][CH:9]=[CH:10][C:11]=2[S:14]([N:17]2[C@H:22]([CH3:23])[CH2:21][N:20]([C:24]3[CH:29]=[CH:28][C:27]([O:30][C:31]([F:34])([F:33])[F:32])=[CH:26][CH:25]=3)[CH2:19][C@@H:18]2[CH3:35])(=[O:16])=[O:15])[CH2:6]1)=[O:4].[OH-:36].[Li+].[CH2:38]1COCC1. (3) Given the product [O:1]=[C:2]1[NH:6][C:5](=[O:7])[CH:4]([CH2:8][C:9]2[CH:10]=[CH:11][C:12]([C:15]3[CH:20]=[CH:19][CH:18]=[C:17]([CH2:21][C:22]([N:24]([CH3:31])[C:25]4[CH:26]=[CH:27][CH:28]=[CH:29][CH:30]=4)=[O:23])[CH:16]=3)=[CH:13][CH:14]=2)[S:3]1, predict the reactants needed to synthesize it. The reactants are: [O:1]=[C:2]1[NH:6][C:5](=[O:7])[C:4](=[CH:8][C:9]2[CH:14]=[CH:13][C:12]([C:15]3[CH:20]=[CH:19][CH:18]=[C:17]([CH2:21][C:22]([N:24]([CH3:31])[C:25]4[CH:30]=[CH:29][CH:28]=[CH:27][CH:26]=4)=[O:23])[CH:16]=3)=[CH:11][CH:10]=2)[S:3]1. (4) The reactants are: Br[CH2:2]/[CH:3]=[CH:4]/[CH2:5][O:6][CH2:7][C@H:8]1[CH2:13][CH2:12][C@H:11]([CH2:14][N:15]([CH3:29])[S:16]([C:19]2[CH:24]=[CH:23][C:22]([C:25]([F:28])([F:27])[F:26])=[CH:21][CH:20]=2)(=[O:18])=[O:17])[CH2:10][CH2:9]1.[CH3:30][NH2:31]. Given the product [CH3:29][N:15]([CH2:14][C@H:11]1[CH2:12][CH2:13][C@H:8]([CH2:7][O:6][CH2:5]/[CH:4]=[CH:3]/[CH2:2][NH:31][CH3:30])[CH2:9][CH2:10]1)[S:16]([C:19]1[CH:24]=[CH:23][C:22]([C:25]([F:28])([F:27])[F:26])=[CH:21][CH:20]=1)(=[O:18])=[O:17], predict the reactants needed to synthesize it. (5) The reactants are: [C:1]([O:5][C:6]([NH:8][CH2:9][CH:10]1[CH2:13][NH:12][CH2:11]1)=[O:7])([CH3:4])([CH3:3])[CH3:2].[CH2:14]([O:21][C:22]([NH:24][C:25](=[NH:28])OC)=[O:23])[C:15]1[CH:20]=[CH:19][CH:18]=[CH:17][CH:16]=1. Given the product [C:1]([O:5][C:6]([NH:8][CH2:9][CH:10]1[CH2:11][N:12]([C:25](=[NH:28])[NH:24][C:22]([O:21][CH2:14][C:15]2[CH:16]=[CH:17][CH:18]=[CH:19][CH:20]=2)=[O:23])[CH2:13]1)=[O:7])([CH3:4])([CH3:2])[CH3:3], predict the reactants needed to synthesize it.